Dataset: Reaction yield outcomes from USPTO patents with 853,638 reactions. Task: Predict the reaction yield, written as a fraction of the theoretical maximum amount of product (1.0 means a 100% yield; for example, 0.34 means a 34% yield). (1) The reactants are [C:1]([O:7][C:8]([CH3:11])([CH3:10])[CH3:9])(=[O:6])[CH2:2][C:3]([CH3:5])=O.[F:12][C:13]1[CH:20]=[CH:19][C:18]([Br:21])=[CH:17][C:14]=1[CH:15]=O.[NH4+:22].[OH-:23]. The catalyst is CCO.C(Cl)Cl. The product is [Br:21][C:18]1[CH:19]=[CH:20][C:13]([F:12])=[C:14]([CH:15]2[C:2]([C:1]([O:7][C:8]([CH3:11])([CH3:10])[CH3:9])=[O:6])=[C:3]([CH3:5])[NH:22][C:3]([CH3:5])=[C:2]2[C:1]([O:7][C:8]([CH3:11])([CH3:10])[CH3:9])=[O:23])[CH:17]=1. The yield is 0.0200. (2) The reactants are [CH3:1][O:2][CH2:3][CH:4]1[CH2:9][CH2:8][CH:7]=[CH:6][O:5]1.B1C2CCCC1CCC2.C1C[O:22]CC1. No catalyst specified. The product is [CH3:1][O:2][CH2:3][CH:4]1[O:5][CH2:6][CH:7]([OH:22])[CH2:8][CH2:9]1. The yield is 0.360. (3) The reactants are [CH2:1]([O:8][C:9]1[C:10]([C:29](O)=[O:30])=[N:11][C:12]([CH2:16][C:17]2([C:23]3[CH:28]=[CH:27][CH:26]=[CH:25][CH:24]=3)[CH2:22][CH2:21][CH2:20][CH2:19][CH2:18]2)=[N:13][C:14]=1[OH:15])[C:2]1[CH:7]=[CH:6][CH:5]=[CH:4][CH:3]=1.[Si:32]([O:39][CH2:40][CH2:41][NH:42][CH:43]([CH3:45])[CH3:44])([C:35]([CH3:38])([CH3:37])[CH3:36])([CH3:34])[CH3:33].CCCP(=O)=O.C(N(C(C)C)CC)(C)C. The catalyst is O1CCCC1.O.C(OCC)(=O)C. The product is [Si:32]([O:39][CH2:40][CH2:41][N:42]([CH:43]([CH3:45])[CH3:44])[C:29]([C:10]1[C:9]([O:8][CH2:1][C:2]2[CH:7]=[CH:6][CH:5]=[CH:4][CH:3]=2)=[C:14]([OH:15])[N:13]=[C:12]([CH2:16][C:17]2([C:23]3[CH:28]=[CH:27][CH:26]=[CH:25][CH:24]=3)[CH2:22][CH2:21][CH2:20][CH2:19][CH2:18]2)[N:11]=1)=[O:30])([C:35]([CH3:38])([CH3:37])[CH3:36])([CH3:34])[CH3:33]. The yield is 0.340.